Predict the reaction yield, written as a fraction of the theoretical maximum amount of product (1.0 means a 100% yield; for example, 0.34 means a 34% yield). From a dataset of Buchwald-Hartwig C-N cross coupling reaction yields with 55,370 reactions. The reactants are FC(F)(F)c1ccc(Br)cc1.Cc1ccc(N)cc1.O=S(=O)(O[Pd]1c2ccccc2-c2ccccc2N~1)C(F)(F)F.COc1ccc(OC)c(P(C(C)(C)C)C(C)(C)C)c1-c1c(C(C)C)cc(C(C)C)cc1C(C)C.CN(C)C(=NC(C)(C)C)N(C)C.c1ccc(-c2ccon2)cc1. No catalyst specified. The product is Cc1ccc(Nc2ccc(C(F)(F)F)cc2)cc1. The yield is 0.485.